Dataset: Full USPTO retrosynthesis dataset with 1.9M reactions from patents (1976-2016). Task: Predict the reactants needed to synthesize the given product. (1) Given the product [CH2:1]([O:8][C:9](=[O:47])[CH:10]([NH:12][C:13](=[O:46])[CH:14]([CH2:33][C:34]1[CH:39]=[CH:38][C:37]([C:40]2[CH:41]=[CH:42][CH:43]=[CH:44][CH:45]=2)=[CH:36][CH:35]=1)[CH2:15][P:16]([OH:51])([CH:18]([NH:21][C:22]([O:24][CH:25]([O:27][C:28](=[O:32])[CH:29]([CH3:31])[CH3:30])[CH3:26])=[O:23])[CH3:19])=[O:17])[CH3:11])[CH3:2], predict the reactants needed to synthesize it. The reactants are: [CH2:1]([O:8][C:9](=[O:47])[CH:10]([NH:12][C:13](=[O:46])[CH:14]([CH2:33][C:34]1[CH:39]=[CH:38][C:37]([C:40]2[CH:45]=[CH:44][CH:43]=[CH:42][CH:41]=2)=[CH:36][CH:35]=1)[CH:15]=[P:16]([CH:18]([NH:21][C:22]([O:24][CH:25]([O:27][C:28](=[O:32])[CH:29]([CH3:31])[CH3:30])[CH3:26])=[O:23])[CH2:19]O)=[O:17])[CH3:11])[C:2]1C=CC=CC=1.Cl.C([O:51]C(=O)[C@H](C)N)C. (2) Given the product [CH3:11][O:12][C:13]1[CH:14]=[N:15][C:16]2[C:21]([CH:22]=1)=[CH:20][C:19]([CH:23]([CH3:32])[C:24]([O:26][C:27]([CH3:30])([CH3:29])[CH3:28])=[O:25])=[CH:18][CH:17]=2, predict the reactants needed to synthesize it. The reactants are: C[Si]([N-][Si](C)(C)C)(C)C.[Li+].[CH3:11][O:12][C:13]1[CH:14]=[N:15][C:16]2[C:21]([CH:22]=1)=[CH:20][C:19]([CH2:23][C:24]([O:26][C:27]([CH3:30])([CH3:29])[CH3:28])=[O:25])=[CH:18][CH:17]=2.I[CH3:32]. (3) Given the product [CH3:1][C:2]1[S:6][CH:5]=[N:4][C:3]=1[C:7]([OH:9])=[O:8], predict the reactants needed to synthesize it. The reactants are: [CH3:1][C:2]1[S:6][CH:5]=[N:4][C:3]=1[C:7]([O:9]C)=[O:8].[OH-].[Na+].Cl. (4) Given the product [F:17][C:4]1[CH:3]=[C:2]([C:23]2[CH:24]=[N:25][C:20]([O:19][CH3:18])=[CH:21][CH:22]=2)[C:10]2[N:9]3[CH2:11][CH2:12][NH:13][C:14](=[O:15])[C:8]3=[C:7]([CH3:16])[C:6]=2[CH:5]=1, predict the reactants needed to synthesize it. The reactants are: Br[C:2]1[C:10]2[N:9]3[CH2:11][CH2:12][NH:13][C:14](=[O:15])[C:8]3=[C:7]([CH3:16])[C:6]=2[CH:5]=[C:4]([F:17])[CH:3]=1.[CH3:18][O:19][C:20]1[N:25]=[CH:24][C:23](B(O)O)=[CH:22][CH:21]=1.